Dataset: Forward reaction prediction with 1.9M reactions from USPTO patents (1976-2016). Task: Predict the product of the given reaction. (1) Given the reactants BrCC1[CH:4]=[C:5]([CH:8]=[C:9]([F:11])[CH:10]=1)[C:6]#[N:7].C(=O)(O)[O-].[Na+].Cl.[C:18]([O:22][C:23](=[O:32])[C@@H:24]([CH2:28][CH:29]([CH3:31])[CH3:30])[NH:25][CH2:26][CH3:27])([CH3:21])([CH3:20])[CH3:19], predict the reaction product. The product is: [C:6]([C:5]1[CH:4]=[C:27]([CH:10]=[C:9]([F:11])[CH:8]=1)[CH2:26][NH:25][CH:24]([CH2:28][CH:29]([CH3:31])[CH3:30])[C:23]([O:22][C:18]([CH3:20])([CH3:19])[CH3:21])=[O:32])#[N:7]. (2) Given the reactants Br[C:2]1[CH:12]=[CH:11][C:5]2[NH:6][C:7]([CH2:9][CH3:10])=[N:8][C:4]=2[C:3]=1[Cl:13].[C:14]([Cu])#[N:15], predict the reaction product. The product is: [Cl:13][C:3]1[C:4]2[N:8]=[C:7]([CH2:9][CH3:10])[NH:6][C:5]=2[CH:11]=[CH:12][C:2]=1[C:14]#[N:15]. (3) Given the reactants [NH2:1][C:2]1[C:11]2[O:10][C:9](=[O:12])[C:8]([NH:13][C:14](=[O:16])[CH3:15])=[CH:7][C:6]=2[CH:5]=[CH:4][CH:3]=1.Cl[CH2:18][CH2:19][NH:20][CH2:21][CH2:22]Cl, predict the reaction product. The product is: [N:1]1([C:2]2[C:11]3[O:10][C:9](=[O:12])[C:8]([NH:13][C:14](=[O:16])[CH3:15])=[CH:7][C:6]=3[CH:5]=[CH:4][CH:3]=2)[CH2:22][CH2:21][NH:20][CH2:19][CH2:18]1. (4) The product is: [CH2:1]([O:3][C:4]([N:6]1[C:15]2[C:10](=[N:11][C:12]([O:16][CH3:17])=[CH:13][CH:14]=2)[C@@H:9]([NH:18][C:19]2[N:24]=[C:23]([CH2:25][C:26]3[CH:31]=[C:30]([C:32]([F:35])([F:34])[F:33])[CH:29]=[C:28]([C:36]([F:39])([F:38])[F:37])[CH:27]=3)[C:22]([N:70]3[CH2:74][CH2:73][CH2:72][CH2:71]3)=[CH:21][N:20]=2)[CH2:8][C@H:7]1[CH2:41][CH3:42])=[O:5])[CH3:2]. Given the reactants [CH2:1]([O:3][C:4]([N:6]1[C:15]2[C:10](=[N:11][C:12]([O:16][CH3:17])=[CH:13][CH:14]=2)[C@@H:9]([NH:18][C:19]2[N:24]=[C:23]([CH2:25][C:26]3[CH:31]=[C:30]([C:32]([F:35])([F:34])[F:33])[CH:29]=[C:28]([C:36]([F:39])([F:38])[F:37])[CH:27]=3)[C:22](Br)=[CH:21][N:20]=2)[CH2:8][C@H:7]1[CH2:41][CH3:42])=[O:5])[CH3:2].CC(C)([O-])C.[Na+].C(P(C(C)(C)C)C1C=CC=CC=1C1C=CC=CC=1)(C)(C)C.[NH:70]1[CH2:74][CH2:73][CH2:72][CH2:71]1, predict the reaction product. (5) The product is: [NH2:1][C:2]1[N:3]([CH3:24])[C:4](=[O:23])[C:5]2([C:15]3[C:10](=[CH:11][CH:12]=[C:13]([C:34]4[CH:35]=[C:30]([NH:29][S:26]([CH3:25])(=[O:27])=[O:28])[CH:31]=[CH:32][CH:33]=4)[CH:14]=3)[O:9][CH:8]([C:17]3[CH:22]=[CH:21][CH:20]=[CH:19][CH:18]=3)[CH2:7]2)[N:6]=1. Given the reactants [NH2:1][C:2]1[N:3]([CH3:24])[C:4](=[O:23])[C:5]2([C:15]3[C:10](=[CH:11][CH:12]=[C:13](Br)[CH:14]=3)[O:9][CH:8]([C:17]3[CH:22]=[CH:21][CH:20]=[CH:19][CH:18]=3)[CH2:7]2)[N:6]=1.[CH3:25][S:26]([NH:29][C:30]1[CH:31]=[C:32](B(O)O)[CH:33]=[CH:34][CH:35]=1)(=[O:28])=[O:27], predict the reaction product. (6) Given the reactants [N+:1]([O-:4])(O)=[O:2].S(=O)(=O)(O)O.[Cl:10][C:11]1[CH:16]=[CH:15][C:14]([C:17]([CH3:23])([CH3:22])[C:18]([O:20][CH3:21])=[O:19])=[CH:13][CH:12]=1, predict the reaction product. The product is: [Cl:10][C:11]1[CH:12]=[CH:13][C:14]([C:17]([CH3:23])([CH3:22])[C:18]([O:20][CH3:21])=[O:19])=[CH:15][C:16]=1[N+:1]([O-:4])=[O:2]. (7) Given the reactants Br[C:2]1[N:6]=[C:5]([N:7]([CH2:12][CH:13]2[CH2:15][CH2:14]2)[CH2:8][CH:9]2[CH2:11][CH2:10]2)[N:4]([CH3:16])[N:3]=1.C(=O)([O-])[O-].[Cs+].[Cs+].CC1(C)C2C(=C(P(C3C=CC=CC=3)C3C=CC=CC=3)C=CC=2)OC2C(P(C3C=CC=CC=3)C3C=CC=CC=3)=CC=CC1=2.Cl.Cl.[CH3:67][O:68][C:69]1[CH:70]=[C:71]([CH:73]=[CH:74][C:75]=1[N:76]1[CH:80]=[C:79]([CH3:81])[N:78]=[CH:77]1)[NH2:72], predict the reaction product. The product is: [CH:9]1([CH2:8][N:7]([CH2:12][CH:13]2[CH2:15][CH2:14]2)[C:5]2[N:4]([CH3:16])[N:3]=[C:2]([NH:72][C:71]3[CH:73]=[CH:74][C:75]([N:76]4[CH:80]=[C:79]([CH3:81])[N:78]=[CH:77]4)=[C:69]([O:68][CH3:67])[CH:70]=3)[N:6]=2)[CH2:11][CH2:10]1. (8) Given the reactants [P:1]([O-:12])([O:7][C:8]([CH3:11])([CH3:10])[CH3:9])[O:2][C:3]([CH3:6])([CH3:5])[CH3:4].[H-].[Na+].[CH3:15][C:16]1([CH3:35])[O:34][C:20]2[C:21]([CH3:33])=[N:22][C:23]([C:27]3[CH:32]=[CH:31][CH:30]=[CH:29][CH:28]=3)=[C:24]([CH:25]=[O:26])[C:19]=2[CH2:18][O:17]1, predict the reaction product. The product is: [C:3]([O:2][P:1]([CH:25]([OH:26])[C:24]1[C:23]([C:27]2[CH:28]=[CH:29][CH:30]=[CH:31][CH:32]=2)=[N:22][C:21]([CH3:33])=[C:20]2[O:34][C:16]([CH3:15])([CH3:35])[O:17][CH2:18][C:19]=12)(=[O:12])[O:7][C:8]([CH3:11])([CH3:10])[CH3:9])([CH3:5])([CH3:6])[CH3:4]. (9) Given the reactants [S:1]1[C:5]2[CH:6]=[CH:7][CH:8]=[CH:9][C:4]=2[C:3](=[O:10])[NH:2]1.[CH:11]1([N:17]=[C:18]=[O:19])[CH2:16][CH2:15][CH2:14][CH2:13][CH2:12]1, predict the reaction product. The product is: [CH:11]1([NH:17][C:18]([N:2]2[C:3](=[O:10])[C:4]3[CH:9]=[CH:8][CH:7]=[CH:6][C:5]=3[S:1]2)=[O:19])[CH2:16][CH2:15][CH2:14][CH2:13][CH2:12]1. (10) Given the reactants [C:1]([CH:4]1[C:20]2([CH3:21])[CH:7]([CH:8]3[CH:17]([C:18](=[O:22])[CH2:19]2)[C:16]2([CH3:23])[C:11](=[CH:12][C:13](=[O:24])[CH2:14][CH2:15]2)[CH2:10][CH2:9]3)[CH2:6][CH2:5]1)(=[O:3])[CH3:2].CO[Si](OC)(OC)[O:28][CH:29](O[Si](OC)(OC)OC)[CH3:30], predict the reaction product. The product is: [CH3:23][C:16]12[CH2:15][CH2:14][C:13](=[O:24])[CH:12]=[C:11]1[CH2:10][CH2:9][CH:8]1[CH:17]2[C:18](=[O:22])[CH2:19][C:20]2([CH3:21])[CH:7]1[CH2:6][CH2:5][CH:4]2[C:1]1([CH3:2])[O:28][CH2:29][CH2:30][O:3]1.